Dataset: Full USPTO retrosynthesis dataset with 1.9M reactions from patents (1976-2016). Task: Predict the reactants needed to synthesize the given product. (1) Given the product [O:18]=[C:16]([N:52]1[CH2:53][CH2:54][CH:55]([NH:58][C:59]2[CH:64]=[CH:63][CH:62]=[CH:61][C:60]=2[C:65]([F:66])([F:67])[F:68])[CH2:56][CH2:57]1)[CH2:15][NH:14][C:12]([C:9]1[CH:8]=[C:7]([C:1]2[CH:2]=[CH:3][CH:4]=[CH:5][CH:6]=2)[O:11][N:10]=1)=[O:13], predict the reactants needed to synthesize it. The reactants are: [C:1]1([C:7]2[O:11][N:10]=[C:9]([C:12]([NH:14][CH2:15][C:16]([OH:18])=O)=[O:13])[CH:8]=2)[CH:6]=[CH:5][CH:4]=[CH:3][CH:2]=1.CCN(C(C)C)C(C)C.C1C=CC2N(O)N=NC=2C=1.CCN=C=NCCCN(C)C.Cl.Cl.Cl.[NH:52]1[CH2:57][CH2:56][CH:55]([NH:58][C:59]2[CH:64]=[CH:63][CH:62]=[CH:61][C:60]=2[C:65]([F:68])([F:67])[F:66])[CH2:54][CH2:53]1. (2) Given the product [OH:3][N:2]=[C:8]([CH3:7])[CH2:9][N:4]1[CH2:5][CH2:6][CH2:14][C:16]1=[O:18], predict the reactants needed to synthesize it. The reactants are: Cl.[NH2:2][OH:3].[N:4]1[CH:9]=[CH:8][CH:7]=[CH:6][CH:5]=1.N[C@H]1C[C@@H:14]([C:16]([OH:18])=O)C=C1. (3) Given the product [CH3:19][O:20][C:21](=[O:61])[CH2:22][C:23]1[CH:24]=[N:25][CH:26]=[C:27]([C:29]2[CH:34]=[CH:33][C:32]([C:35]([CH2:36][CH3:37])([C:38]3[CH:43]=[CH:42][C:41]([C:44]#[C:45][C:46]4([OH:52])[CH2:47][CH2:48][O:49][CH2:50][CH2:51]4)=[C:40]([CH3:57])[CH:39]=3)[CH2:58][CH3:59])=[CH:31][C:30]=2[CH3:60])[CH:28]=1, predict the reactants needed to synthesize it. The reactants are: [F-].C([N+](CCCC)(CCCC)CCCC)CCC.[CH3:19][O:20][C:21](=[O:61])[CH2:22][C:23]1[CH:24]=[N:25][CH:26]=[C:27]([C:29]2[CH:34]=[CH:33][C:32]([C:35]([CH2:58][CH3:59])([C:38]3[CH:43]=[CH:42][C:41]([C:44]#[C:45][C:46]4([O:52][Si](C)(C)C)[CH2:51][CH2:50][O:49][CH2:48][CH2:47]4)=[C:40]([CH3:57])[CH:39]=3)[CH2:36][CH3:37])=[CH:31][C:30]=2[CH3:60])[CH:28]=1. (4) Given the product [N:5]1[CH:6]=[CH:7][CH:8]=[CH:9][C:4]=1[C:1](=[O:3])[CH:2]=[CH:12][N:13]([CH3:15])[CH3:14], predict the reactants needed to synthesize it. The reactants are: [C:1]([C:4]1[CH:9]=[CH:8][CH:7]=[CH:6][N:5]=1)(=[O:3])[CH3:2].CO[CH:12](OC)[N:13]([CH3:15])[CH3:14]. (5) Given the product [C:20]([O:19][C:17](=[O:18])[N:8]([CH2:1][C:2]1[CH:3]=[CH:4][CH:5]=[CH:6][CH:7]=1)[CH2:9][C:10]1[CH:15]=[CH:14][CH:13]=[C:12]([I:16])[CH:11]=1)([CH3:23])([CH3:22])[CH3:21], predict the reactants needed to synthesize it. The reactants are: [CH2:1]([NH:8][CH2:9][C:10]1[CH:15]=[CH:14][CH:13]=[C:12]([I:16])[CH:11]=1)[C:2]1[CH:7]=[CH:6][CH:5]=[CH:4][CH:3]=1.[C:17](O[C:17]([O:19][C:20]([CH3:23])([CH3:22])[CH3:21])=[O:18])([O:19][C:20]([CH3:23])([CH3:22])[CH3:21])=[O:18]. (6) Given the product [CH2:18]([C@:14]1([C:7]2[CH:6]=[C:5]([Si:20]([CH3:23])([CH3:22])[CH3:21])[N:4]=[C:3]([O:2][CH3:1])[CH:8]=2)[O:29][C@@H:15]1[CH2:16][OH:17])[CH3:19], predict the reactants needed to synthesize it. The reactants are: [CH3:1][O:2][C:3]1[C:8](COCOC)=[C:7]([C:14]([CH2:18][CH3:19])=[CH:15][CH2:16][OH:17])[CH:6]=[C:5]([Si:20]([CH3:23])([CH3:22])[CH3:21])[N:4]=1.C([C@@](C([O-])=O)(O)[C@@](CC)(O)C([O-])=[O:29])C.C(OO)(C)(C)C. (7) Given the product [CH3:31][N:25]1[C:26](=[O:30])[C:27]([CH3:29])=[CH:28][C:23]([C:21]2[N:6]([C@@H:4]([CH3:5])[CH2:3][O:2][CH3:1])[C:7]3[C:8]([N:20]=2)=[CH:9][C:10]2[C:11]([CH3:19])([CH3:18])[C:12](=[O:17])[N:13]([CH3:16])[C:14]=2[CH:15]=3)=[CH:24]1, predict the reactants needed to synthesize it. The reactants are: [CH3:1][O:2][CH2:3][C@@H:4]([NH:6][C:7]1[CH:15]=[C:14]2[C:10]([C:11]([CH3:19])([CH3:18])[C:12](=[O:17])[N:13]2[CH3:16])=[CH:9][C:8]=1[NH:20][C:21]([C:23]1[CH:28]=[C:27]([CH3:29])[C:26](=[O:30])[N:25]([CH3:31])[CH:24]=1)=O)[CH3:5]. (8) The reactants are: [Br:1][C:2]1[CH:16]=[C:15]2[C:5]([C:6]([OH:23])=[C:7]([C:18](OCC)=[O:19])[C:8](=[O:17])[C:9]32[CH2:14][CH2:13][O:12][CH2:11][CH2:10]3)=[CH:4][C:3]=1[O:24][CH3:25].Cl.[NH2:27][CH2:28][C:29]([O:31][C:32]([CH3:35])([CH3:34])[CH3:33])=[O:30].CCN(C(C)C)C(C)C. Given the product [Br:1][C:2]1[CH:16]=[C:15]2[C:5]([C:6]([OH:23])=[C:7]([C:18]([NH:27][CH2:28][C:29]([O:31][C:32]([CH3:35])([CH3:34])[CH3:33])=[O:30])=[O:19])[C:8](=[O:17])[C:9]32[CH2:14][CH2:13][O:12][CH2:11][CH2:10]3)=[CH:4][C:3]=1[O:24][CH3:25], predict the reactants needed to synthesize it.